This data is from Forward reaction prediction with 1.9M reactions from USPTO patents (1976-2016). The task is: Predict the product of the given reaction. (1) The product is: [ClH:1].[F:2][C:3]1([F:18])[CH2:10][NH:9][CH2:8][CH2:7][C:4]21[CH2:6][CH2:5]2. Given the reactants [ClH:1].[F:2][C:3]1([F:18])[CH2:10][N:9](C(OC(C)(C)C)=O)[CH2:8][CH2:7][C:4]21[CH2:6][CH2:5]2, predict the reaction product. (2) Given the reactants C([N:3]([CH2:6]C)CC)C.[C:8]([OH:12])([CH3:11])([CH3:10])[CH3:9].C1C=CC(P(N=[N+]=[N-])(C2C=CC=CC=2)=[O:20])=CC=1.[F:30][C:31]1[C:32]([O:40][CH3:41])=[N:33][CH:34]=[C:35]([CH:39]=1)C(O)=O, predict the reaction product. The product is: [F:30][C:31]1[CH:39]=[C:35]([NH:3][C:6](=[O:20])[O:12][C:8]([CH3:11])([CH3:10])[CH3:9])[CH:34]=[N:33][C:32]=1[O:40][CH3:41]. (3) The product is: [CH3:24][N:21]1[CH2:22][CH2:23][N:18]([C@@H:15]2[CH2:16][CH2:17][C@H:12]([N:4]3[C:5]4=[N:6][CH:7]=[N:8][C:9]([NH2:11])=[C:10]4[C:2]([C:35]4[CH:34]=[N:33][C:32]([O:25][C:26]5[CH:27]=[CH:28][CH:29]=[CH:30][CH:31]=5)=[N:37][CH:36]=4)=[N:3]3)[CH2:13][CH2:14]2)[CH2:19][CH2:20]1. Given the reactants I[C:2]1[C:10]2[C:5](=[N:6][CH:7]=[N:8][C:9]=2[NH2:11])[N:4]([C@H:12]2[CH2:17][CH2:16][C@@H:15]([N:18]3[CH2:23][CH2:22][N:21]([CH3:24])[CH2:20][CH2:19]3)[CH2:14][CH2:13]2)[N:3]=1.[O:25]([C:32]1[N:37]=[CH:36][C:35](B2OC(C)(C)C(C)(C)O2)=[CH:34][N:33]=1)[C:26]1[CH:31]=[CH:30][CH:29]=[CH:28][CH:27]=1.C(=O)([O-])[O-].[Na+].[Na+], predict the reaction product.